From a dataset of Full USPTO retrosynthesis dataset with 1.9M reactions from patents (1976-2016). Predict the reactants needed to synthesize the given product. Given the product [F:4][C:5]1[C:6]([O:13][CH3:1])=[C:7]([CH:10]=[CH:11][CH:12]=1)[CH:8]=[O:9], predict the reactants needed to synthesize it. The reactants are: [C:1](#N)C.[F:4][C:5]1[C:6]([OH:13])=[C:7]([CH:10]=[CH:11][CH:12]=1)[CH:8]=[O:9].C(=O)([O-])[O-].[K+].[K+].CI.